This data is from Reaction yield outcomes from USPTO patents with 853,638 reactions. The task is: Predict the reaction yield, written as a fraction of the theoretical maximum amount of product (1.0 means a 100% yield; for example, 0.34 means a 34% yield). (1) The reactants are [SH:1][C:2]1[N:10]=[CH:9][CH:8]=[CH:7][C:3]=1[C:4]([OH:6])=[O:5].[C:11]1([CH3:23])[CH:16]=[CH:15][C:14]([S:17]([CH2:20][CH2:21]O)(=[O:19])=[O:18])=[CH:13][CH:12]=1.OS(O)(=O)=O. The product is [S:17]([CH2:20][CH2:21][S:1][C:2]1[N:10]=[CH:9][CH:8]=[CH:7][C:3]=1[C:4]([OH:6])=[O:5])([C:14]1[CH:15]=[CH:16][C:11]([CH3:23])=[CH:12][CH:13]=1)(=[O:19])=[O:18]. The yield is 0.148. The catalyst is CN(C=O)C. (2) The reactants are [OH-].[K+].[F:3][C:4]1[CH:5]=[CH:6][C:7]([OH:13])=[C:8]([C:10](=[O:12])[CH3:11])[CH:9]=1.C(OP([C:22](Br)([F:24])[F:23])(=O)OCC)C.CC[O:28]C(C)=O. The catalyst is O.C(#N)C. The product is [F:23][CH:22]([F:24])[O:28][O:13][C:7]1[CH:6]=[CH:5][C:4]([F:3])=[CH:9][C:8]=1[C:10](=[O:12])[CH3:11]. The yield is 0.740.